This data is from Peptide-MHC class I binding affinity with 185,985 pairs from IEDB/IMGT. The task is: Regression. Given a peptide amino acid sequence and an MHC pseudo amino acid sequence, predict their binding affinity value. This is MHC class I binding data. The peptide sequence is TMRTPLFPW. The MHC is HLA-A68:02 with pseudo-sequence HLA-A68:02. The binding affinity (normalized) is 0.0847.